Task: Predict which catalyst facilitates the given reaction.. Dataset: Catalyst prediction with 721,799 reactions and 888 catalyst types from USPTO (1) The catalyst class is: 6. Product: [CH3:23][S:20]([C:19]1[CH:18]=[C:13]([C:14]([O:16][CH3:17])=[O:15])[C:12]([CH3:24])=[CH:11][C:10]=1[O:9][C:8]1[CH:25]=[CH:26][C:5]([S:2]([O-:4])=[O:3])=[C:6]([S:27]([F:28])([F:29])([F:30])([F:32])[F:31])[CH:7]=1)(=[O:21])=[O:22].[Na+:37]. Reactant: Cl[S:2]([C:5]1[CH:26]=[CH:25][C:8]([O:9][C:10]2[C:19]([S:20]([CH3:23])(=[O:22])=[O:21])=[CH:18][C:13]([C:14]([O:16][CH3:17])=[O:15])=[C:12]([CH3:24])[CH:11]=2)=[CH:7][C:6]=1[S:27]([F:32])([F:31])([F:30])([F:29])[F:28])(=[O:4])=[O:3].[O-]S([O-])=O.[Na+:37].[Na+].[OH-].[Na+].Cl. (2) Reactant: Cl[C:2]1[C:7]([N+:8]([O-:10])=[O:9])=[CH:6][C:5]([CH3:11])=[CH:4][C:3]=1[CH3:12].[Cu][C:14]#[N:15]. The catalyst class is: 44. Product: [CH3:12][C:3]1[CH:4]=[C:5]([CH3:11])[CH:6]=[C:7]([N+:8]([O-:10])=[O:9])[C:2]=1[C:14]#[N:15]. (3) Reactant: C(NC(C)C)(C)C.C([Li])CCC.[CH3:13][O:14][C:15](=[O:24])[CH2:16][C:17]1[CH:22]=[CH:21][C:20]([I:23])=[CH:19][CH:18]=1.[CH:25]1([C:31](Cl)=[O:32])[CH2:30][CH2:29][CH2:28][CH2:27][CH2:26]1. Product: [CH3:13][O:14][C:15](=[O:24])[CH:16]([C:17]1[CH:22]=[CH:21][C:20]([I:23])=[CH:19][CH:18]=1)[C:31]([CH:25]1[CH2:30][CH2:29][CH2:28][CH2:27][CH2:26]1)=[O:32]. The catalyst class is: 188. (4) Reactant: C([NH:4][C:5]1[N:10]=[C:9]([CH2:11][CH2:12][C:13]2[CH:18]=[CH:17][C:16]([NH:19][C:20]([C:22]3[C:23]([C:28]4[CH:33]=[CH:32][C:31]([C:34]([F:37])([F:36])[F:35])=[CH:30][CH:29]=4)=[CH:24][CH:25]=[CH:26][CH:27]=3)=[O:21])=[CH:15][CH:14]=2)[CH:8]=[CH:7][CH:6]=1)(=O)C.Cl. Product: [NH2:4][C:5]1[N:10]=[C:9]([CH2:11][CH2:12][C:13]2[CH:14]=[CH:15][C:16]([NH:19][C:20]([C:22]3[C:23]([C:28]4[CH:29]=[CH:30][C:31]([C:34]([F:37])([F:35])[F:36])=[CH:32][CH:33]=4)=[CH:24][CH:25]=[CH:26][CH:27]=3)=[O:21])=[CH:17][CH:18]=2)[CH:8]=[CH:7][CH:6]=1. The catalyst class is: 5.